From a dataset of Full USPTO retrosynthesis dataset with 1.9M reactions from patents (1976-2016). Predict the reactants needed to synthesize the given product. Given the product [CH:10]1[C:11]2[CH:12]([CH2:14][O:15][C:16]([N:18]3[CH2:19][C@H:20]([C:32](=[O:33])[N:38]([CH:35]4[CH2:36][CH2:37]4)[CH2:39][C:40]4[CH:45]=[CH:44][CH:43]=[C:42]([Cl:46])[C:41]=4[Cl:47])[CH2:21][C@@H:22]([NH:24][C:25]([O:27][C:28]([CH3:31])([CH3:30])[CH3:29])=[O:26])[CH2:23]3)=[O:17])[C:13]3[C:5](=[CH:4][CH:3]=[CH:2][CH:1]=3)[C:6]=2[CH:7]=[CH:8][CH:9]=1, predict the reactants needed to synthesize it. The reactants are: [CH:1]1[C:13]2[CH:12]([CH2:14][O:15][C:16]([N:18]3[CH2:23][C@H:22]([NH:24][C:25]([O:27][C:28]([CH3:31])([CH3:30])[CH3:29])=[O:26])[CH2:21][C@@H:20]([C:32](O)=[O:33])[CH2:19]3)=[O:17])[C:11]3[C:6](=[CH:7][CH:8]=[CH:9][CH:10]=3)[C:5]=2[CH:4]=[CH:3][CH:2]=1.[CH:35]1([NH:38][CH2:39][C:40]2[CH:45]=[CH:44][CH:43]=[C:42]([Cl:46])[C:41]=2[Cl:47])[CH2:37][CH2:36]1.C(N(C(C)C)C(C)C)C.CCCP(=O)=O.